Dataset: Reaction yield outcomes from USPTO patents with 853,638 reactions. Task: Predict the reaction yield, written as a fraction of the theoretical maximum amount of product (1.0 means a 100% yield; for example, 0.34 means a 34% yield). (1) The yield is 0.410. The catalyst is CC#N.C(O)(C)C.CC([O-])=O.CC([O-])=O.[Pd+2]. The reactants are [CH:1]([C:3]1[O:7][CH:6]=[C:5](B2OC(C)(C)C(C)(C)O2)[CH:4]=1)=[O:2].P(OCC)(OCC)(O[CH2:20][C:21]1[CH:26]=[CH:25][CH:24]=[CH:23][CH:22]=1)=O.ClC1C=CC(CC2C=C(C=O)SC=2)=CC=1.C1(P(C2C=CC=CC=2)C2C=CC=CC=2)C=CC=CC=1. The product is [CH2:20]([C:5]1[CH:4]=[C:3]([CH:1]=[O:2])[O:7][CH:6]=1)[C:21]1[CH:26]=[CH:25][CH:24]=[CH:23][CH:22]=1. (2) The reactants are [Cl:1][C:2]1[CH:7]=[CH:6][C:5]([C:8]2[N:12]([C:13]3[CH:18]=[CH:17][C:16]([Cl:19])=[CH:15][C:14]=3[Cl:20])[N:11]=[C:10]([C:21](Cl)=[O:22])[C:9]=2[CH3:24])=[CH:4][CH:3]=1.[C:25]([NH2:32])(=[O:31])[CH2:26][CH2:27][CH2:28][CH2:29][CH3:30].C[Si]([N-][Si](C)(C)C)(C)C.[Li+]. No catalyst specified. The product is [C:25]([NH:32][C:21]([C:10]1[C:9]([CH3:24])=[C:8]([C:5]2[CH:4]=[CH:3][C:2]([Cl:1])=[CH:7][CH:6]=2)[N:12]([C:13]2[CH:18]=[CH:17][C:16]([Cl:19])=[CH:15][C:14]=2[Cl:20])[N:11]=1)=[O:22])(=[O:31])[CH2:26][CH2:27][CH2:28][CH2:29][CH3:30]. The yield is 0.480.